From a dataset of Forward reaction prediction with 1.9M reactions from USPTO patents (1976-2016). Predict the product of the given reaction. (1) The product is: [CH3:9][NH:1][C:2]1[CH:7]=[CH:6][CH:5]=[C:4]([NH2:8])[N:3]=1. Given the reactants [NH2:1][C:2]1[CH:7]=[CH:6][CH:5]=[C:4]([NH2:8])[N:3]=1.[C:9]([O-])([O-])=O.[K+].[K+].CI.O, predict the reaction product. (2) Given the reactants [Cl:1][CH2:2][C:3]1[N:13]=[C:6]2[C:7]([CH3:12])=[N:8][CH:9]=[C:10]([CH3:11])[N:5]2[N:4]=1.[C:14]1([P:20]([C:27]2[CH:32]=[CH:31][CH:30]=[CH:29][CH:28]=2)[C:21]2[CH:26]=[CH:25][CH:24]=[CH:23][CH:22]=2)[CH:19]=[CH:18][CH:17]=[CH:16][CH:15]=1, predict the reaction product. The product is: [CH3:11][C:10]1[N:5]2[N:4]=[C:3]([CH2:2][P+:20]([C:21]3[CH:22]=[CH:23][CH:24]=[CH:25][CH:26]=3)([C:27]3[CH:32]=[CH:31][CH:30]=[CH:29][CH:28]=3)[C:14]3[CH:15]=[CH:16][CH:17]=[CH:18][CH:19]=3)[N:13]=[C:6]2[C:7]([CH3:12])=[N:8][CH:9]=1.[Cl-:1]. (3) Given the reactants [Si]([O:8][CH2:9][C:10]1[N:11]=[C:12]([C:15]2[CH:27]=[CH:26][C:18]([C:19]([O:21][C:22]([CH3:25])([CH3:24])[CH3:23])=[O:20])=[CH:17][CH:16]=2)[S:13][CH:14]=1)(C(C)(C)C)(C)C.F.F.F.C(N(CC)CC)C, predict the reaction product. The product is: [OH:8][CH2:9][C:10]1[N:11]=[C:12]([C:15]2[CH:16]=[CH:17][C:18]([C:19]([O:21][C:22]([CH3:23])([CH3:25])[CH3:24])=[O:20])=[CH:26][CH:27]=2)[S:13][CH:14]=1. (4) Given the reactants [C:1]([C:3]1[C:8](=O)[NH:7][C:6]([NH:10][CH:11]2[CH2:13][CH2:12]2)=[N:5][C:4]=1[C:14]1[CH:19]=[CH:18][C:17]([Cl:20])=[CH:16][CH:15]=1)#[N:2].O=P(Cl)(Cl)[Cl:23], predict the reaction product. The product is: [Cl:23][C:8]1[N:7]=[C:6]([NH:10][CH:11]2[CH2:13][CH2:12]2)[N:5]=[C:4]([C:14]2[CH:19]=[CH:18][C:17]([Cl:20])=[CH:16][CH:15]=2)[C:3]=1[C:1]#[N:2]. (5) Given the reactants [C:1]1(=[O:11])[C:10]2[C:5](=[CH:6][CH:7]=[CH:8][CH:9]=2)[CH2:4][CH2:3][CH2:2]1.[N-:12]=[N+]=[N-].[Na+].OS(O)(=O)=O, predict the reaction product. The product is: [NH:12]1[C:1](=[O:11])[CH2:2][CH2:3][CH2:4][C:5]2[CH:6]=[CH:7][CH:8]=[CH:9][C:10]1=2. (6) The product is: [CH3:22][O:21][C:20]1[CH:19]=[CH:18][C:17]([C:23]2[S:27][C:26]([C:28](=[O:29])[CH2:35][CH3:36])=[CH:25][C:24]=2[CH3:34])=[CH:16][C:15]=1[C:12]1[CH:11]=[CH:10][C:9]([S:6]([NH2:5])(=[O:8])=[O:7])=[CH:14][CH:13]=1. Given the reactants CN(C=[N:5][S:6]([C:9]1[CH:14]=[CH:13][C:12]([C:15]2[C:20]([O:21][CH3:22])=[CH:19][CH:18]=[C:17]([C:23]3[S:27][C:26]([C:28](N(OC)C)=[O:29])=[CH:25][C:24]=3[CH3:34])[CH:16]=2)=[CH:11][CH:10]=1)(=[O:8])=[O:7])C.[CH2:35]1COC[CH2:36]1, predict the reaction product. (7) Given the reactants [CH2:1]([C@H:3]1[C:4](=[O:30])[NH:5][C:6]2[CH:7]=[N:8][N:9]([CH3:29])[C:10]=2[C:11]2[CH:12]=[CH:13][N:14]=[C:15]([CH:28]=2)[CH:16]([NH:20][C:21](=[O:27])[O:22][C:23]([CH3:26])([CH3:25])[CH3:24])[CH2:17][CH:18]=[CH:19]1)[CH3:2], predict the reaction product. The product is: [CH2:1]([C@@H:3]1[CH2:19][CH2:18][CH2:17][C@H:16]([NH:20][C:21](=[O:27])[O:22][C:23]([CH3:26])([CH3:24])[CH3:25])[C:15]2[CH:28]=[C:11]([CH:12]=[CH:13][N:14]=2)[C:10]2[N:9]([CH3:29])[N:8]=[CH:7][C:6]=2[NH:5][C:4]1=[O:30])[CH3:2].